From a dataset of Reaction yield outcomes from USPTO patents with 853,638 reactions. Predict the reaction yield, written as a fraction of the theoretical maximum amount of product (1.0 means a 100% yield; for example, 0.34 means a 34% yield). The reactants are [CH:1]([NH2:4])([CH3:3])[CH3:2].CCN(C(C)C)C(C)C.[C:14]([C:18]1[N:22]([CH2:23][CH:24]2[CH2:29][CH2:28][O:27][CH2:26][CH2:25]2)[C:21]2[CH:30]=[CH:31][C:32]([S:34]([N:37]3[CH:41]=[C:40]([C:42](O)=[O:43])[CH:39]=[N:38]3)(=[O:36])=[O:35])=[CH:33][C:20]=2[N:19]=1)([CH3:17])([CH3:16])[CH3:15].CN(C(ON1N=NC2C=CC=NC1=2)=[N+](C)C)C.F[P-](F)(F)(F)(F)F. The catalyst is CN(C=O)C. The product is [C:14]([C:18]1[N:22]([CH2:23][CH:24]2[CH2:25][CH2:26][O:27][CH2:28][CH2:29]2)[C:21]2[CH:30]=[CH:31][C:32]([S:34]([N:37]3[CH:41]=[C:40]([C:42]([NH:4][CH:1]([CH3:3])[CH3:2])=[O:43])[CH:39]=[N:38]3)(=[O:36])=[O:35])=[CH:33][C:20]=2[N:19]=1)([CH3:15])([CH3:16])[CH3:17]. The yield is 0.700.